The task is: Predict the reactants needed to synthesize the given product.. This data is from Full USPTO retrosynthesis dataset with 1.9M reactions from patents (1976-2016). (1) Given the product [CH2:1]([O:4][C:5]1[CH:13]=[CH:12][C:8]([C:9]([Cl:17])=[O:10])=[CH:7][CH:6]=1)[CH:2]=[CH2:3], predict the reactants needed to synthesize it. The reactants are: [CH2:1]([O:4][C:5]1[CH:13]=[CH:12][C:8]([C:9](O)=[O:10])=[CH:7][CH:6]=1)[CH:2]=[CH2:3].C(Cl)(=O)C([Cl:17])=O.C(=O)=O.Cl. (2) Given the product [NH2:28][C:29]1[N:30]=[C:31]([NH:37][CH2:38][CH2:39][NH:40][C:2]2[N:7]3[N:8]=[C:9]([C:11]([O:13][CH2:14][CH3:15])=[O:12])[N:10]=[C:6]3[CH:5]=[C:4]([C:16]3[CH:21]=[CH:20][C:19]([C:22]([F:25])([F:24])[F:23])=[CH:18][CH:17]=3)[N:3]=2)[CH:32]=[CH:33][C:34]=1[C:35]#[N:36], predict the reactants needed to synthesize it. The reactants are: Cl[C:2]1[N:7]2[N:8]=[C:9]([C:11]([O:13][CH2:14][CH3:15])=[O:12])[N:10]=[C:6]2[CH:5]=[C:4]([C:16]2[CH:21]=[CH:20][C:19]([C:22]([F:25])([F:24])[F:23])=[CH:18][CH:17]=2)[N:3]=1.Cl.Cl.[NH2:28][C:29]1[C:34]([C:35]#[N:36])=[CH:33][CH:32]=[C:31]([NH:37][CH2:38][CH2:39][NH2:40])[N:30]=1.CCN(C(C)C)C(C)C. (3) Given the product [C:16]([O:20][C:21]([N:23]1[CH2:28][CH2:27][CH:26]([N:29]([CH:30]2[CH2:31][CH2:32]2)[C:11](=[O:13])[C:10]2[CH:9]=[CH:8][C:7]([N:6]3[C:2]([CH3:1])=[N:3][N:4]=[N:5]3)=[CH:15][CH:14]=2)[CH2:25][CH2:24]1)=[O:22])([CH3:19])([CH3:17])[CH3:18], predict the reactants needed to synthesize it. The reactants are: [CH3:1][C:2]1[N:6]([C:7]2[CH:15]=[CH:14][C:10]([C:11]([OH:13])=O)=[CH:9][CH:8]=2)[N:5]=[N:4][N:3]=1.[C:16]([O:20][C:21]([N:23]1[CH2:28][CH2:27][CH:26]([NH:29][CH:30]2[CH2:32][CH2:31]2)[CH2:25][CH2:24]1)=[O:22])([CH3:19])([CH3:18])[CH3:17]. (4) Given the product [C:31]1([C:40]2[CH:41]=[CH:42][CH:43]=[CH:44][CH:45]=2)[CH:36]=[CH:35][CH:34]=[CH:33][C:32]=1[C:2]1[CH:14]=[CH:13][C:12]2[C:11]3[C:6](=[CH:7][C:8]([C:15]4[CH:20]=[CH:19][C:18]([O:21][CH3:22])=[CH:17][C:16]=4[C:23]4[CH:24]=[CH:25][CH:26]=[CH:27][CH:28]=4)=[CH:9][CH:10]=3)[C:5]([CH3:30])([CH3:29])[C:4]=2[CH:3]=1, predict the reactants needed to synthesize it. The reactants are: Br[C:2]1[CH:14]=[CH:13][C:12]2[C:11]3[C:6](=[CH:7][C:8]([C:15]4[CH:20]=[CH:19][C:18]([O:21][CH3:22])=[CH:17][C:16]=4[C:23]4[CH:28]=[CH:27][CH:26]=[CH:25][CH:24]=4)=[CH:9][CH:10]=3)[C:5]([CH3:30])([CH3:29])[C:4]=2[CH:3]=1.[C:31]1([C:40]2[CH:45]=[CH:44][CH:43]=[CH:42][CH:41]=2)[CH:36]=[CH:35][CH:34]=[CH:33][C:32]=1B(O)O.C([O-])([O-])=O.[Na+].[Na+].CCO. (5) Given the product [CH2:16]([O:8][C:5]1[CH:6]=[CH:7][C:2]([Br:1])=[CH:3][C:4]=1[F:9])[C:17]1[CH:22]=[CH:21][CH:20]=[CH:19][CH:18]=1, predict the reactants needed to synthesize it. The reactants are: [Br:1][C:2]1[CH:7]=[CH:6][C:5]([OH:8])=[C:4]([F:9])[CH:3]=1.C(=O)([O-])[O-].[K+].[K+].[CH2:16](Br)[C:17]1[CH:22]=[CH:21][CH:20]=[CH:19][CH:18]=1.